From a dataset of Forward reaction prediction with 1.9M reactions from USPTO patents (1976-2016). Predict the product of the given reaction. (1) Given the reactants [H-].C([Al+]CC(C)C)C(C)C.C1(C)C=CC=CC=1.C[O:19][C:20]([C:22]1[C:23]([C:30]2[C:35]([Cl:36])=[CH:34][CH:33]=[CH:32][C:31]=2[Cl:37])=[N:24][O:25][C:26]=1[CH:27]1[CH2:29][CH2:28]1)=O.CO, predict the reaction product. The product is: [CH:27]1([C:26]2[O:25][N:24]=[C:23]([C:30]3[C:31]([Cl:37])=[CH:32][CH:33]=[CH:34][C:35]=3[Cl:36])[C:22]=2[CH2:20][OH:19])[CH2:29][CH2:28]1. (2) Given the reactants [Cl:1][C:2]1[CH:3]=[C:4]([C:8]2[C:13]([O:14][CH3:15])=[CH:12][CH:11]=[C:10]([CH2:16][C:17]3[CH:18]=[CH:19][C:20]([N:23]4[CH2:26][CH2:25][C@@H:24]4[C:27]([NH2:29])=[O:28])=[N:21][CH:22]=3)[C:9]=2[F:30])[CH:5]=[CH:6][CH:7]=1.Cl, predict the reaction product. The product is: [ClH:1].[Cl:1][C:2]1[CH:3]=[C:4]([C:8]2[C:13]([O:14][CH3:15])=[CH:12][CH:11]=[C:10]([CH2:16][C:17]3[CH:18]=[CH:19][C:20]([N:23]4[CH2:26][CH2:25][C@@H:24]4[C:27]([NH2:29])=[O:28])=[N:21][CH:22]=3)[C:9]=2[F:30])[CH:5]=[CH:6][CH:7]=1. (3) Given the reactants [Br:1][C:2]1[CH:3]=[C:4]([NH2:9])[C:5]([CH3:8])=[N:6][CH:7]=1.[C:10](O)(=O)[CH3:11].C(=O)C.[BH-](OC(C)=O)(OC(C)=O)OC(C)=O.[Na+], predict the reaction product. The product is: [Br:1][C:2]1[CH:3]=[C:4]([NH:9][CH2:10][CH3:11])[C:5]([CH3:8])=[N:6][CH:7]=1.